This data is from Catalyst prediction with 721,799 reactions and 888 catalyst types from USPTO. The task is: Predict which catalyst facilitates the given reaction. (1) Product: [OH:22][CH2:21][C:20]([NH:19][C:8](=[O:10])[C:7]1[CH:6]=[CH:5][C:4]([O:3][C:2]([F:1])([F:14])[F:13])=[CH:12][CH:11]=1)([CH3:24])[CH3:23]. The catalyst class is: 158. Reactant: [F:1][C:2]([F:14])([F:13])[O:3][C:4]1[CH:12]=[CH:11][C:7]([C:8]([OH:10])=O)=[CH:6][CH:5]=1.S(Cl)(Cl)=O.[NH2:19][C:20]([CH3:24])([CH3:23])[CH2:21][OH:22]. (2) Reactant: [C:1]([Li])(C)(C)C.CCCCC.Br[C:12]1[C:13]([C:27]2[CH:32]=[CH:31][C:30]([C:33]([F:36])([F:35])[F:34])=[CH:29][CH:28]=2)=[N:14][N:15]([CH3:26])[C:16]=1[C:17]([CH3:25])([CH3:24])[O:18][SiH2:19][C:20]([CH3:23])([CH3:22])[CH3:21].CI. Product: [C:20]([SiH2:19][O:18][C:17]([CH3:25])([CH3:24])[C:16]1[N:15]([CH3:26])[N:14]=[C:13]([C:27]2[CH:32]=[CH:31][C:30]([C:33]([F:36])([F:35])[F:34])=[CH:29][CH:28]=2)[C:12]=1[CH3:1])([CH3:23])([CH3:22])[CH3:21]. The catalyst class is: 1. (3) Reactant: [N:1]1([CH2:7][CH2:8][NH2:9])[CH2:6][CH2:5][CH2:4][CH2:3][CH2:2]1.Cl[C:11]1[N:12]=[N+:13]([O-:22])[C:14]2[CH:20]=[CH:19][C:18]([CH3:21])=[CH:17][C:15]=2[N:16]=1. Product: [CH3:21][C:18]1[CH:19]=[CH:20][C:14]2[N+:13]([O-:22])=[N:12][C:11]([NH:9][CH2:8][CH2:7][N:1]3[CH2:6][CH2:5][CH2:4][CH2:3][CH2:2]3)=[N:16][C:15]=2[CH:17]=1. The catalyst class is: 57. (4) Reactant: [OH:1][C@H:2]([C:23]1[CH:28]=[CH:27][CH:26]=[CH:25][CH:24]=1)[CH2:3][CH2:4][N:5]1[CH2:10][CH2:9][CH:8]([C:11]2[CH:12]=[C:13]([NH:17][C:18](=[O:22])[CH:19]([CH3:21])[CH3:20])[CH:14]=[CH:15][CH:16]=2)[CH2:7][CH2:6]1.[F:29][C:30]1[CH:35]=[CH:34][C:33]([C:36]([F:39])([F:38])[F:37])=[CH:32][C:31]=1O.C1(P(C2C=CC=CC=2)C2C=CC=CC=2)C=CC=CC=1.N(C(OCC)=O)=NC(OCC)=O.N. Product: [F:29][C:30]1[CH:31]=[CH:32][C:33]([C:36]([F:37])([F:38])[F:39])=[CH:34][C:35]=1[O:1][C@@H:2]([C:23]1[CH:24]=[CH:25][CH:26]=[CH:27][CH:28]=1)[CH2:3][CH2:4][N:5]1[CH2:10][CH2:9][CH:8]([C:11]2[CH:12]=[C:13]([NH:17][C:18](=[O:22])[CH:19]([CH3:21])[CH3:20])[CH:14]=[CH:15][CH:16]=2)[CH2:7][CH2:6]1. The catalyst class is: 396. (5) Reactant: C([O:3][C:4]([C:6]1([C:9]2[CH:14]=[CH:13][C:12]([C:15]3[CH:20]=[CH:19][C:18]([C:21]4[S:22][C:23]([Cl:37])=[CH:24][C:25]=4[NH:26][C:27]([O:29][C@@H:30]([C:32]4[S:33][CH:34]=[CH:35][CH:36]=4)[CH3:31])=[O:28])=[CH:17][CH:16]=3)=[CH:11][CH:10]=2)[CH2:8][CH2:7]1)=[O:5])C.O1CCCC1.[OH-].[Na+].Cl. Product: [Cl:37][C:23]1[S:22][C:21]([C:18]2[CH:19]=[CH:20][C:15]([C:12]3[CH:11]=[CH:10][C:9]([C:6]4([C:4]([OH:5])=[O:3])[CH2:8][CH2:7]4)=[CH:14][CH:13]=3)=[CH:16][CH:17]=2)=[C:25]([NH:26][C:27]([O:29][C@@H:30]([C:32]2[S:33][CH:34]=[CH:35][CH:36]=2)[CH3:31])=[O:28])[CH:24]=1. The catalyst class is: 32. (6) Reactant: [O-][N+:2]1[C:11]2[CH:10]=[CH:9][CH:8]=[CH:7][C:6]=2[C:5]2[N:12]([CH2:15][CH2:16][O:17][CH2:18][CH2:19][CH2:20][CH2:21][C:22]([N:24]([CH3:31])[C:25]3[CH:30]=[CH:29][CH:28]=[CH:27][CH:26]=3)=[O:23])[CH:13]=[N:14][C:4]=2[CH:3]=1.ClC(Cl)(Cl)C([N:36]=C=O)=O. Product: [NH2:36][C:3]1[C:4]2[N:14]=[CH:13][N:12]([CH2:15][CH2:16][O:17][CH2:18][CH2:19][CH2:20][CH2:21][C:22]([N:24]([CH3:31])[C:25]3[CH:30]=[CH:29][CH:28]=[CH:27][CH:26]=3)=[O:23])[C:5]=2[C:6]2[CH:7]=[CH:8][CH:9]=[CH:10][C:11]=2[N:2]=1. The catalyst class is: 4.